Dataset: Forward reaction prediction with 1.9M reactions from USPTO patents (1976-2016). Task: Predict the product of the given reaction. (1) Given the reactants Cl[C:2]1[N:7]=[CH:6][N:5]=[C:4]([NH:8][C:9]2[CH:10]=[C:11]([CH2:15][S:16]([NH2:19])(=[O:18])=[O:17])[CH:12]=[CH:13][CH:14]=2)[N:3]=1.[CH3:20][C@@H:21]1[CH2:25][CH2:24][CH2:23][NH:22]1, predict the reaction product. The product is: [CH3:20][C@@H:21]1[CH2:25][CH2:24][CH2:23][N:22]1[C:2]1[N:7]=[CH:6][N:5]=[C:4]([NH:8][C:9]2[CH:10]=[C:11]([CH2:15][S:16]([NH2:19])(=[O:18])=[O:17])[CH:12]=[CH:13][CH:14]=2)[N:3]=1. (2) Given the reactants [NH2:1][C:2]1[CH:7]=[C:6]([O:8][CH3:9])[CH:5]=[CH:4][C:3]=1[NH:10][C:11]([C@@H:13]1[CH2:17][C:16](=[CH2:18])[CH2:15][N:14]1[C:19]([O:21][C:22]([CH3:25])([CH3:24])[CH3:23])=[O:20])=O.CC(O)=O, predict the reaction product. The product is: [CH3:9][O:8][C:6]1[CH:5]=[CH:4][C:3]2[N:10]=[C:11]([C@@H:13]3[CH2:17][C:16](=[CH2:18])[CH2:15][N:14]3[C:19]([O:21][C:22]([CH3:25])([CH3:24])[CH3:23])=[O:20])[NH:1][C:2]=2[CH:7]=1. (3) Given the reactants [CH2:1]([NH:5][CH2:6][CH2:7][CH2:8][CH3:9])[CH2:2][CH2:3][CH3:4].[C:10](=[S:12])=[S:11], predict the reaction product. The product is: [CH2:1]([N:5]([CH2:6][CH2:7][CH2:8][CH3:9])[C:10](=[S:11])[SH:12])[CH2:2][CH2:3][CH3:4].